This data is from Full USPTO retrosynthesis dataset with 1.9M reactions from patents (1976-2016). The task is: Predict the reactants needed to synthesize the given product. (1) Given the product [CH3:1][C@@:2]12[C@H:11]3[CH2:12][CH2:13][C@@:14]4([CH3:20])[C@H:18]([C@@H:10]3[CH2:9][CH:8]=[C:7]1[N:6]([C:21]([O:23][C:24]([CH3:27])([CH3:26])[CH3:25])=[O:22])[C:5](=[O:28])[CH2:4][CH2:3]2)[CH2:17][CH:16]=[C:15]4[O:19][S:30]([C:33]([F:36])([F:35])[F:34])(=[O:31])=[O:29], predict the reactants needed to synthesize it. The reactants are: [CH3:1][C@@:2]12[C@H:11]3[CH2:12][CH2:13][C@@:14]4([CH3:20])[C@H:18]([C@@H:10]3[CH2:9][CH:8]=[C:7]1[N:6]([C:21]([O:23][C:24]([CH3:27])([CH3:26])[CH3:25])=[O:22])[C:5](=[O:28])[CH2:4][CH2:3]2)[CH2:17][CH2:16][C:15]4=[O:19].[O:29](S(C(F)(F)F)(=O)=O)[S:30]([C:33]([F:36])([F:35])[F:34])(=O)=[O:31].C(N(CC)CC)C.O. (2) The reactants are: [CH2:1]([O:3][C:4](=[O:21])[CH2:5][O:6][C:7]1[CH:17]=[CH:16][C:15]([N+:18]([O-:20])=[O:19])=[CH:14][C:8]=1[C:9](OCC)=[O:10])[CH3:2].C1CCN2C(=NCCC2)CC1.Cl.C(OCC)(=O)C. Given the product [OH:10][C:9]1[C:8]2[CH:14]=[C:15]([N+:18]([O-:20])=[O:19])[CH:16]=[CH:17][C:7]=2[O:6][C:5]=1[C:4]([O:3][CH2:1][CH3:2])=[O:21], predict the reactants needed to synthesize it.